Predict the product of the given reaction. From a dataset of Forward reaction prediction with 1.9M reactions from USPTO patents (1976-2016). (1) Given the reactants [CH:1]1[CH:2]=[CH:3][C:4]2[O:11][C:9](=[O:10])[CH2:8][CH2:7][C:5]=2[CH:6]=1.OS(O)(=O)=O.[CH2:17]([OH:19])[CH3:18], predict the reaction product. The product is: [CH2:17]([O:19][C:9](=[O:10])[CH2:8][CH2:7][C:5]1[CH:6]=[CH:1][CH:2]=[CH:3][C:4]=1[OH:11])[CH3:18]. (2) Given the reactants Br[C:2]1[CH:7]=[CH:6][C:5]([N+:8]([O-:10])=[O:9])=[CH:4][C:3]=1[O:11][CH3:12].C([O-])(=O)C.[K+].[S:18]1[CH:22]=[CH:21][N:20]=[CH:19]1, predict the reaction product. The product is: [CH3:12][O:11][C:3]1[CH:4]=[C:5]([N+:8]([O-:10])=[O:9])[CH:6]=[CH:7][C:2]=1[C:22]1[S:18][CH:19]=[N:20][CH:21]=1. (3) The product is: [C:1]1([C:37]2[CH:42]=[CH:41][CH:40]=[CH:39][CH:38]=2)[CH:6]=[CH:5][CH:4]=[C:3]([CH2:7][NH:8][C:9](=[O:36])/[C:10](=[CH:21]/[C:22]2[CH:27]=[CH:26][C:25]([N:28]3[CH:32]=[C:31]([CH3:33])[N:30]=[CH:29]3)=[C:24]([O:34][CH3:35])[CH:23]=2)/[CH2:11][CH2:12][CH2:13][OH:14])[CH:2]=1. Given the reactants [C:1]1([C:37]2[CH:42]=[CH:41][CH:40]=[CH:39][CH:38]=2)[CH:6]=[CH:5][CH:4]=[C:3]([CH2:7][NH:8][C:9](=[O:36])/[C:10](=[CH:21]/[C:22]2[CH:27]=[CH:26][C:25]([N:28]3[CH:32]=[C:31]([CH3:33])[N:30]=[CH:29]3)=[C:24]([O:34][CH3:35])[CH:23]=2)/[CH2:11][CH2:12][CH2:13][O:14]C2CCCCO2)[CH:2]=1, predict the reaction product. (4) Given the reactants C([O-])([O-])=O.[K+].[K+].[OH:7][C:8]1[CH:16]=[CH:15][C:14]([CH:17]([CH3:19])[CH3:18])=[CH:13][C:9]=1[C:10]([OH:12])=[O:11].Br[CH2:21][C:22]1[CH:27]=[CH:26][CH:25]=[CH:24][CH:23]=1, predict the reaction product. The product is: [CH3:18][CH:17]([C:14]1[CH:15]=[CH:16][C:8]([O:7][CH2:10][C:9]2[CH:13]=[CH:14][CH:15]=[CH:16][CH:8]=2)=[C:9]([CH:13]=1)[C:10]([O:12][CH2:21][C:22]1[CH:27]=[CH:26][CH:25]=[CH:24][CH:23]=1)=[O:11])[CH3:19]. (5) Given the reactants [Cl:1][C:2]1[CH:7]=[CH:6][C:5]([NH:8][S:9]([C:12]2[CH:13]=[CH:14][C:15]([O:24][CH3:25])=[C:16]3[C:21]=2[O:20][CH2:19][C@H:18]([NH:22][CH3:23])[CH2:17]3)(=[O:11])=[O:10])=[CH:4][CH:3]=1.C=O.[C:28]([BH3-])#N.[Na+].Cl, predict the reaction product. The product is: [Cl:1][C:2]1[CH:3]=[CH:4][C:5]([NH:8][S:9]([C:12]2[CH:13]=[CH:14][C:15]([O:24][CH3:25])=[C:16]3[C:21]=2[O:20][CH2:19][C@H:18]([N:22]([CH3:28])[CH3:23])[CH2:17]3)(=[O:11])=[O:10])=[CH:6][CH:7]=1.